This data is from Full USPTO retrosynthesis dataset with 1.9M reactions from patents (1976-2016). The task is: Predict the reactants needed to synthesize the given product. (1) Given the product [C:1]([O:5][C:6]([N:8]1[CH2:13][C@H:12]([CH3:14])[N:11]([CH3:22])[C@H:10]([CH3:15])[CH2:9]1)=[O:7])([CH3:4])([CH3:2])[CH3:3], predict the reactants needed to synthesize it. The reactants are: [C:1]([O:5][C:6]([N:8]1[CH2:13][C@H:12]([CH3:14])[NH:11][C@H:10]([CH3:15])[CH2:9]1)=[O:7])([CH3:4])([CH3:3])[CH3:2].[OH-].[Na+].P(O)(O)O.[CH2:22]=O. (2) Given the product [CH3:2][O:3][CH:4]=[CH:43][C:42]1[C:37]([N:32]2[CH2:33][CH2:34][CH2:35][CH2:36][C:31]2=[O:30])=[N:38][CH:39]=[CH:40][CH:41]=1, predict the reactants needed to synthesize it. The reactants are: [Cl-].[CH3:2][O:3][CH2:4][P+](C1C=CC=CC=1)(C1C=CC=CC=1)C1C=CC=CC=1.CC(C)([O-])C.[K+].[O:30]=[C:31]1[CH2:36][CH2:35][CH2:34][CH2:33][N:32]1[C:37]1[C:42]([CH:43]=O)=[CH:41][CH:40]=[CH:39][N:38]=1.